From a dataset of Forward reaction prediction with 1.9M reactions from USPTO patents (1976-2016). Predict the product of the given reaction. The product is: [Br:22][CH2:1][C:2]1[N:7]([C:8]2[CH:13]=[CH:12][CH:11]=[C:10]([C:14]([F:16])([F:17])[F:15])[CH:9]=2)[C:6](=[O:18])[C:5]([C:19]([OH:21])=[O:20])=[CH:4][CH:3]=1. Given the reactants [CH3:1][C:2]1[N:7]([C:8]2[CH:13]=[CH:12][CH:11]=[C:10]([C:14]([F:17])([F:16])[F:15])[CH:9]=2)[C:6](=[O:18])[C:5]([C:19]([OH:21])=[O:20])=[CH:4][CH:3]=1.[Br:22]N1C(=O)CCC1=O, predict the reaction product.